Task: Regression. Given two drug SMILES strings and cell line genomic features, predict the synergy score measuring deviation from expected non-interaction effect.. Dataset: NCI-60 drug combinations with 297,098 pairs across 59 cell lines (1) Drug 1: CC1CCC2CC(C(=CC=CC=CC(CC(C(=O)C(C(C(=CC(C(=O)CC(OC(=O)C3CCCCN3C(=O)C(=O)C1(O2)O)C(C)CC4CCC(C(C4)OC)OCCO)C)C)O)OC)C)C)C)OC. Drug 2: CCC1(C2=C(COC1=O)C(=O)N3CC4=CC5=C(C=CC(=C5CN(C)C)O)N=C4C3=C2)O.Cl. Cell line: SK-MEL-5. Synergy scores: CSS=32.2, Synergy_ZIP=-3.89, Synergy_Bliss=-1.11, Synergy_Loewe=-5.84, Synergy_HSA=0.896. (2) Drug 1: C1CC(C1)(C(=O)O)C(=O)O.[NH2-].[NH2-].[Pt+2]. Drug 2: CC1CCC2CC(C(=CC=CC=CC(CC(C(=O)C(C(C(=CC(C(=O)CC(OC(=O)C3CCCCN3C(=O)C(=O)C1(O2)O)C(C)CC4CCC(C(C4)OC)OP(=O)(C)C)C)C)O)OC)C)C)C)OC. Cell line: OVCAR3. Synergy scores: CSS=23.0, Synergy_ZIP=-2.41, Synergy_Bliss=1.21, Synergy_Loewe=2.74, Synergy_HSA=4.03. (3) Drug 1: C1CCN(CC1)CCOC2=CC=C(C=C2)C(=O)C3=C(SC4=C3C=CC(=C4)O)C5=CC=C(C=C5)O. Drug 2: C1CC(=O)NC(=O)C1N2CC3=C(C2=O)C=CC=C3N. Cell line: UO-31. Synergy scores: CSS=-0.252, Synergy_ZIP=-1.33, Synergy_Bliss=-3.34, Synergy_Loewe=-7.55, Synergy_HSA=-3.96. (4) Drug 1: C1=CC(=CC=C1CCC2=CNC3=C2C(=O)NC(=N3)N)C(=O)NC(CCC(=O)O)C(=O)O. Drug 2: CN(CCCl)CCCl.Cl. Cell line: SF-268. Synergy scores: CSS=23.7, Synergy_ZIP=-5.72, Synergy_Bliss=1.83, Synergy_Loewe=-1.69, Synergy_HSA=2.01. (5) Drug 1: CC1=C(C(=CC=C1)Cl)NC(=O)C2=CN=C(S2)NC3=CC(=NC(=N3)C)N4CCN(CC4)CCO. Drug 2: CS(=O)(=O)OCCCCOS(=O)(=O)C. Cell line: UACC-257. Synergy scores: CSS=1.17, Synergy_ZIP=-1.00, Synergy_Bliss=-1.84, Synergy_Loewe=-1.88, Synergy_HSA=-2.23. (6) Drug 1: CC1=CC2C(CCC3(C2CCC3(C(=O)C)OC(=O)C)C)C4(C1=CC(=O)CC4)C. Drug 2: C1=CC=C(C=C1)NC(=O)CCCCCCC(=O)NO. Cell line: MALME-3M. Synergy scores: CSS=24.7, Synergy_ZIP=1.12, Synergy_Bliss=7.69, Synergy_Loewe=-25.9, Synergy_HSA=3.65. (7) Drug 1: CCC1(CC2CC(C3=C(CCN(C2)C1)C4=CC=CC=C4N3)(C5=C(C=C6C(=C5)C78CCN9C7C(C=CC9)(C(C(C8N6C)(C(=O)OC)O)OC(=O)C)CC)OC)C(=O)OC)O.OS(=O)(=O)O. Drug 2: B(C(CC(C)C)NC(=O)C(CC1=CC=CC=C1)NC(=O)C2=NC=CN=C2)(O)O. Cell line: SF-539. Synergy scores: CSS=26.5, Synergy_ZIP=-1.21, Synergy_Bliss=-11.2, Synergy_Loewe=-12.5, Synergy_HSA=-9.28. (8) Drug 1: C1CCN(CC1)CCOC2=CC=C(C=C2)C(=O)C3=C(SC4=C3C=CC(=C4)O)C5=CC=C(C=C5)O. Drug 2: COC1=C(C=C2C(=C1)N=CN=C2NC3=CC(=C(C=C3)F)Cl)OCCCN4CCOCC4. Cell line: DU-145. Synergy scores: CSS=40.3, Synergy_ZIP=0.389, Synergy_Bliss=0.194, Synergy_Loewe=-3.12, Synergy_HSA=-0.268. (9) Drug 1: CC12CCC(CC1=CCC3C2CCC4(C3CC=C4C5=CN=CC=C5)C)O. Drug 2: C1=CC(=CC=C1CCC2=CNC3=C2C(=O)NC(=N3)N)C(=O)NC(CCC(=O)O)C(=O)O. Cell line: SK-MEL-2. Synergy scores: CSS=14.7, Synergy_ZIP=-3.38, Synergy_Bliss=3.36, Synergy_Loewe=-18.9, Synergy_HSA=1.58. (10) Drug 1: C1CC(=O)NC(=O)C1N2CC3=C(C2=O)C=CC=C3N. Drug 2: CC1=C(C(=CC=C1)Cl)NC(=O)C2=CN=C(S2)NC3=CC(=NC(=N3)C)N4CCN(CC4)CCO. Cell line: MALME-3M. Synergy scores: CSS=-6.16, Synergy_ZIP=5.02, Synergy_Bliss=0.811, Synergy_Loewe=-5.69, Synergy_HSA=-6.43.